This data is from Forward reaction prediction with 1.9M reactions from USPTO patents (1976-2016). The task is: Predict the product of the given reaction. (1) Given the reactants Cl[C:2]1[N:3]=[CH:4][C:5]2[S:10][CH:9]=[C:8]([CH:11]=[O:12])[C:6]=2[N:7]=1.[O-][Cl:14]=O.[Na+].[OH2:17], predict the reaction product. The product is: [Cl:14][C:4]1[C:5]2[S:10][CH:9]=[C:8]([C:11]([OH:12])=[O:17])[C:6]=2[N:7]=[CH:2][N:3]=1. (2) Given the reactants [C:1]([C:3]([C:6]1[CH:7]=[C:8]([C:12]([NH:14][C:15]2[CH:16]=[CH:17][C:18]([CH3:37])=[C:19]([CH:36]=2)[O:20][C:21]2[CH:22]=[CH:23][C:24]([NH:27][C:28]([NH:30]C(=O)OCC)=S)=[N:25][CH:26]=2)=[O:13])[CH:9]=[CH:10][CH:11]=1)([CH3:5])[CH3:4])#[N:2].C(O)C.Cl.NO.C([N:47](CC)C(C)C)(C)C, predict the reaction product. The product is: [NH2:47][C:28]1[N:27]=[C:24]2[CH:23]=[CH:22][C:21]([O:20][C:19]3[CH:36]=[C:15]([NH:14][C:12](=[O:13])[C:8]4[CH:9]=[CH:10][CH:11]=[C:6]([C:3]([C:1]#[N:2])([CH3:5])[CH3:4])[CH:7]=4)[CH:16]=[CH:17][C:18]=3[CH3:37])=[CH:26][N:25]2[N:30]=1. (3) Given the reactants Cl[C:2]1[CH:7]=[C:6](I)[C:5]([Cl:9])=[CH:4][N:3]=1.[NH2:10][C:11]1[CH:18]=[C:17]([F:19])[CH:16]=[CH:15][C:12]=1C#N.[O-]P(OP(OP([O-])([O-])=O)([O-])=O)(=O)[O-].[K+].[K+].[K+].[K+].[K+].C1C=CC(P(C2C(OC3C(P(C4C=CC=CC=4)C4C=CC=CC=4)=CC=CC=3)=CC=CC=2)C2C=CC=CC=2)=CC=1.[CH3:77][C:78]1[CH:82]=[C:81]([NH2:83])[N:80]([CH:84]([CH3:86])[CH3:85])[N:79]=1.[C:87](=[O:90])([O-])[O-:88].[Cs+].[Cs+].[OH-].[Na+], predict the reaction product. The product is: [Cl:9][C:5]1[C:6]([NH:10][C:11]2[CH:18]=[C:17]([F:19])[CH:16]=[CH:15][C:12]=2[C:87]([OH:88])=[O:90])=[CH:7][C:2]([NH:83][C:81]2[N:80]([CH:84]([CH3:86])[CH3:85])[N:79]=[C:78]([CH3:77])[CH:82]=2)=[N:3][CH:4]=1.